From a dataset of Full USPTO retrosynthesis dataset with 1.9M reactions from patents (1976-2016). Predict the reactants needed to synthesize the given product. Given the product [C:16]([O:15][CH:7]([CH2:8][C:9]#[C:10][CH3:11])[C:12](=[O:14])[CH3:13])(=[O:18])[CH3:17], predict the reactants needed to synthesize it. The reactants are: C(OC(=O)[C:7]([O:15][C:16](=[O:18])[CH3:17])([C:12](=[O:14])[CH3:13])[CH2:8][CH:9]=[CH:10][CH3:11])(C)(C)C.O.C1(C)C=CC(S(O)(=O)=O)=CC=1.